From a dataset of Reaction yield outcomes from USPTO patents with 853,638 reactions. Predict the reaction yield, written as a fraction of the theoretical maximum amount of product (1.0 means a 100% yield; for example, 0.34 means a 34% yield). (1) The yield is 0.490. The reactants are [Cl:1][C:2]1[CH:3]=[CH:4][C:5]([N+:12]([O-:14])=O)=[C:6]([NH:8][C:9]([NH2:11])=[O:10])[CH:7]=1.[OH-].[Na+]. The catalyst is O. The product is [Cl:1][C:2]1[CH:3]=[CH:4][C:5]2[N+:12]([O-:14])=[N:11][C:9](=[O:10])[NH:8][C:6]=2[CH:7]=1. (2) The reactants are [Na].[I:2][C:3]1[CH:4]=[C:5]2[C:10](=[CH:11][CH:12]=1)[N:9]=[C:8](O)[N:7]=[C:6]2O.[ClH:15].C(N(CC)CC)C.P(Cl)(Cl)([Cl:25])=O. No catalyst specified. The product is [Cl:15][C:8]1[N:7]=[C:6]([Cl:25])[C:5]2[C:10](=[CH:11][CH:12]=[C:3]([I:2])[CH:4]=2)[N:9]=1. The yield is 0.900. (3) The reactants are [CH:1]([O:4][C:5]1([C:8]2[CH:13]=[CH:12][C:11]([C:14]#[C:15][C:16]3[CH:26]=[CH:25][C:19]([C:20]([O:22]CC)=[O:21])=[CH:18][CH:17]=3)=[CH:10][C:9]=2[CH3:27])[CH2:7][CH2:6]1)([CH3:3])[CH3:2].[OH-].[Na+]. The catalyst is C(O)C.O1CCCC1. The product is [CH:1]([O:4][C:5]1([C:8]2[CH:13]=[CH:12][C:11]([C:14]#[C:15][C:16]3[CH:17]=[CH:18][C:19]([C:20]([OH:22])=[O:21])=[CH:25][CH:26]=3)=[CH:10][C:9]=2[CH3:27])[CH2:6][CH2:7]1)([CH3:3])[CH3:2]. The yield is 0.690. (4) The reactants are [Cl:1][C:2]1[CH:7]=[CH:6][C:5]([S:8]([N:11]([C:15]2[C:16]([C:22]([C:24]3[C:25]([O:30][CH3:31])=[N:26][CH:27]=[CH:28][CH:29]=3)=[O:23])=[N:17][CH:18]=[C:19]([Cl:21])[CH:20]=2)COC)(=[O:10])=[O:9])=[CH:4][C:3]=1[C:32]([F:35])([F:34])[F:33].C([O-])(O)=O.[Na+]. The catalyst is OS(O)(=O)=O.C(O)(C(F)(F)F)=O.O. The product is [Cl:1][C:2]1[CH:7]=[CH:6][C:5]([S:8]([NH:11][C:15]2[C:16]([C:22]([C:24]3[C:25]([O:30][CH3:31])=[N:26][CH:27]=[CH:28][CH:29]=3)=[O:23])=[N:17][CH:18]=[C:19]([Cl:21])[CH:20]=2)(=[O:9])=[O:10])=[CH:4][C:3]=1[C:32]([F:35])([F:33])[F:34]. The yield is 0.500. (5) The reactants are C[O:2][C:3]([C:5]1[CH:10]=[CH:9][CH:8]=[C:7]([N+:11]([O-])=O)[C:6]=1[CH:14](C(OC)=O)[C:15]([O:17]C)=O)=[O:4]. The catalyst is Cl. The product is [C:3]([C:5]1[CH:10]=[CH:9][CH:8]=[C:7]2[C:6]=1[CH2:14][C:15](=[O:17])[NH:11]2)([OH:2])=[O:4]. The yield is 0.370. (6) The reactants are C[O:2][C:3](=[O:20])[CH2:4][C:5]1[CH:10]=[CH:9][C:8]([N:11]([C:13]([O:15][C:16]([CH3:19])([CH3:18])[CH3:17])=[O:14])[CH3:12])=[CH:7][CH:6]=1.[OH-].[Li+]. The catalyst is CO. The product is [C:16]([O:15][C:13]([N:11]([CH3:12])[C:8]1[CH:7]=[CH:6][C:5]([CH2:4][C:3]([OH:20])=[O:2])=[CH:10][CH:9]=1)=[O:14])([CH3:19])([CH3:18])[CH3:17]. The yield is 0.700. (7) The reactants are [NH2:1][CH2:2][CH2:3][C:4]([O:6][CH2:7][CH3:8])=[O:5].[C:9]([C:13]1[CH:18]=[CH:17][C:16]([N:19]=[C:20]=[O:21])=[CH:15][CH:14]=1)([CH3:12])([CH3:11])[CH3:10]. The catalyst is C(Cl)Cl. The product is [C:9]([C:13]1[CH:18]=[CH:17][C:16]([NH:19][C:20](=[O:21])[NH:1][CH2:2][CH2:3][C:4]([O:6][CH2:7][CH3:8])=[O:5])=[CH:15][CH:14]=1)([CH3:12])([CH3:10])[CH3:11]. The yield is 0.710.